Predict the reactants needed to synthesize the given product. From a dataset of Full USPTO retrosynthesis dataset with 1.9M reactions from patents (1976-2016). (1) Given the product [C:16]([O:20][C:21]([N:23]1[CH2:24][CH2:25][N:26]([C:29](=[O:32])[CH2:30][NH:31][C:13](=[O:15])[CH2:12][NH:11][C:9]([O:8][CH2:7][C:4]2[CH:3]=[CH:2][CH:1]=[CH:6][CH:5]=2)=[O:10])[CH2:27][CH2:28]1)=[O:22])([CH3:19])([CH3:17])[CH3:18], predict the reactants needed to synthesize it. The reactants are: [CH:1]1[CH:6]=[CH:5][C:4]([CH2:7][O:8][C:9]([NH:11][CH2:12][C:13]([OH:15])=O)=[O:10])=[CH:3][CH:2]=1.[C:16]([O:20][C:21]([N:23]1[CH2:28][CH2:27][N:26]([C:29](=[O:32])[CH2:30][NH2:31])[CH2:25][CH2:24]1)=[O:22])([CH3:19])([CH3:18])[CH3:17]. (2) Given the product [NH2:23][C:21]1[N:20]=[CH:19][N:18]=[C:17]2[N:16]([CH:24]3[CH2:29][CH2:28][N:27]([C:33](=[O:34])[CH2:32][N:31]([CH3:36])[CH3:30])[CH2:26][CH2:25]3)[N:15]=[C:14]([C:11]3[CH:10]=[CH:9][C:8]([O:1][C:2]4[CH:7]=[CH:6][CH:5]=[CH:4][CH:3]=4)=[CH:13][CH:12]=3)[C:22]=12, predict the reactants needed to synthesize it. The reactants are: [O:1]([C:8]1[CH:13]=[CH:12][C:11]([C:14]2[C:22]3[C:17](=[N:18][CH:19]=[N:20][C:21]=3[NH2:23])[N:16]([CH:24]3[CH2:29][CH2:28][NH:27][CH2:26][CH2:25]3)[N:15]=2)=[CH:10][CH:9]=1)[C:2]1[CH:7]=[CH:6][CH:5]=[CH:4][CH:3]=1.[CH3:30][N:31]([CH3:36])[CH2:32][C:33](O)=[O:34].Cl.CN(C)CCCN=C=NCC.CCN(C(C)C)C(C)C.ON1C2N=CC=CC=2N=N1. (3) Given the product [Cl:37][C:38]1[CH:45]=[CH:44][CH:43]=[C:42]([Cl:46])[C:39]=1[CH2:40][C:2]1[N:12]=[C:11]([NH:13][C:14]2[C:19]([O:20][CH3:21])=[CH:18][C:17]([N:22]3[CH2:27][CH2:26][N:25]([C:28]([O:30][C:31]([CH3:32])([CH3:33])[CH3:34])=[O:29])[CH2:24][CH2:23]3)=[C:16]([CH3:35])[CH:15]=2)[C:5]2[C:6](=[O:10])[NH:7][N:8]=[CH:9][C:4]=2[CH:3]=1, predict the reactants needed to synthesize it. The reactants are: Cl[C:2]1[N:12]=[C:11]([NH:13][C:14]2[C:19]([O:20][CH3:21])=[CH:18][C:17]([N:22]3[CH2:27][CH2:26][N:25]([C:28]([O:30][C:31]([CH3:34])([CH3:33])[CH3:32])=[O:29])[CH2:24][CH2:23]3)=[C:16]([CH3:35])[CH:15]=2)[C:5]2[C:6](=[O:10])[NH:7][N:8]=[CH:9][C:4]=2[CH:3]=1.[Br-].[Cl:37][C:38]1[CH:45]=[CH:44][CH:43]=[C:42]([Cl:46])[C:39]=1[CH2:40][Zn+]. (4) Given the product [CH3:17][C@:16]12[CH2:18][CH:19]=[C:2]3[C@@H:11]([CH2:10][CH2:9][C@H:8]4[C@:3]3([CH3:22])[CH2:4][CH2:5][C:6](=[O:21])[CH2:7]4)[C@@H:12]1[CH2:13][CH2:14][C:15]2=[O:20], predict the reactants needed to synthesize it. The reactants are: O[C@:2]12[CH2:19][CH2:18][C@@:16]3([CH3:17])[C@@H:12]([CH2:13][CH2:14][C:15]3=[O:20])[C@@H:11]1[CH2:10][CH2:9][C@H:8]1[C@:3]2([CH3:22])[CH2:4][CH2:5][C:6](=[O:21])[CH2:7]1.S(=O)(=O)(O)O. (5) The reactants are: [CH2:1]([O:3][CH2:4][CH2:5][O:6][C:7]1[CH:12]=[C:11]([CH3:13])[C:10]([C:14]2[CH:19]=[CH:18][CH:17]=[C:16]([CH2:20][NH:21][C:22]3[CH:27]=[CH:26][C:25]([CH2:28][CH2:29][C:30](O)=[O:31])=[C:24]([F:33])[CH:23]=3)[CH:15]=2)=[C:9]([CH3:34])[CH:8]=1)[CH3:2].N.CO.Cl.C([N:41]=C=NCCCN)C.ON1C2C=CC=CC=2N=N1.C1CCN2C(=NCCC2)CC1.C(N(CC)CC)C.C(=O)([O-])O.[Na+]. Given the product [CH2:1]([O:3][CH2:4][CH2:5][O:6][C:7]1[CH:8]=[C:9]([CH3:34])[C:10]([C:14]2[CH:19]=[CH:18][CH:17]=[C:16]([CH2:20][NH:21][C:22]3[CH:27]=[CH:26][C:25]([CH2:28][CH2:29][C:30]([NH2:41])=[O:31])=[C:24]([F:33])[CH:23]=3)[CH:15]=2)=[C:11]([CH3:13])[CH:12]=1)[CH3:2], predict the reactants needed to synthesize it. (6) Given the product [NH2:10][C:8]([C:3]1([NH:2][C:14](=[O:15])[C:13]2[CH:17]=[CH:18][CH:19]=[CH:20][C:12]=2[Cl:11])[CH2:7][CH2:6][CH2:5][CH2:4]1)=[O:9], predict the reactants needed to synthesize it. The reactants are: Cl.[NH2:2][C:3]1([C:8]([NH2:10])=[O:9])[CH2:7][CH2:6][CH2:5][CH2:4]1.[Cl:11][C:12]1[CH:20]=[CH:19][CH:18]=[CH:17][C:13]=1[C:14](Cl)=[O:15].C(N(CC)CC)C.